Dataset: Forward reaction prediction with 1.9M reactions from USPTO patents (1976-2016). Task: Predict the product of the given reaction. Given the reactants [F-].C([N+](CCCC)(CCCC)CCCC)CCC.C[Si](C)(C)CC[CH:23]([C:27]1[C:35]2[C:30](=[CH:31][C:32]([F:39])=[C:33]([O:37][CH3:38])[C:34]=2[F:36])[N:29]([C:40](=[O:48])[C:41]2[CH:46]=[CH:45][C:44]([Cl:47])=[CH:43][CH:42]=2)[C:28]=1[CH3:49])[C:24]([O-:26])=[O:25], predict the reaction product. The product is: [Cl:47][C:44]1[CH:43]=[CH:42][C:41]([C:40]([N:29]2[C:30]3[C:35](=[C:34]([F:36])[C:33]([O:37][CH3:38])=[C:32]([F:39])[CH:31]=3)[C:27]([CH2:23][C:24]([OH:26])=[O:25])=[C:28]2[CH3:49])=[O:48])=[CH:46][CH:45]=1.